From a dataset of Experimentally validated miRNA-target interactions with 360,000+ pairs, plus equal number of negative samples. Binary Classification. Given a miRNA mature sequence and a target amino acid sequence, predict their likelihood of interaction. (1) The miRNA is mmu-miR-6902-3p with sequence CCAUGUGAUGUGUGGGUUCAG. The protein sequence of the target gene is MGNASFGSKEQKLLKRLRLLPALLILRAFKPHRKIRDYRVVVVGTAGVGKSTLLHKWASGNFRHEYLPTIENTYCQLLGCSHGVLSLHITDSKSGDGNRALQRHVIARGHAFVLVYSVTKKETLEELKAFYELICKIKGNNLHKFPIVLVGNKSDDTHREVALNDGATCAMEWNCAFMEISAKTDVNVQELFHMLLNYKKKPTTGLQEPEKKSQMPNTTEKLLDKCIIM. Result: 0 (no interaction). (2) The miRNA is hsa-miR-3655 with sequence GCUUGUCGCUGCGGUGUUGCU. The protein sequence of the target gene is MAVESRVTQEEIKKEPEKPIDREKTCPLLLRVFTTNNGRHHRMDEFSRGNVPSSELQIYTWMDATLKELTSLVKEVYPEARKKGTHFNFAIVFMDLKRPGYRVKEIGSTMSGRKGTDDSMTLQSQKFQIGDYLDIAITPPNRAPPSSGRMRPY. Result: 0 (no interaction).